Dataset: Full USPTO retrosynthesis dataset with 1.9M reactions from patents (1976-2016). Task: Predict the reactants needed to synthesize the given product. Given the product [Br:1][C:2]1[CH:7]=[CH:6][C:5]([C@@H:8]([N:10]2[CH2:15][CH2:14][C@:13]([CH2:16][CH2:17][CH:18]=[O:19])([C:20]3[CH:25]=[CH:24][C:23]([F:26])=[CH:22][CH:21]=3)[O:12][C:11]2=[O:27])[CH3:9])=[CH:4][CH:3]=1, predict the reactants needed to synthesize it. The reactants are: [Br:1][C:2]1[CH:7]=[CH:6][C:5]([C@@H:8]([N:10]2[CH2:15][CH2:14][C@@:13]([C:20]3[CH:25]=[CH:24][C:23]([F:26])=[CH:22][CH:21]=3)([CH2:16][CH2:17][CH2:18][OH:19])[O:12][C:11]2=[O:27])[CH3:9])=[CH:4][CH:3]=1.C1C=C[NH+]=CC=1.C1C=C[NH+]=CC=1.[O-][Cr](O[Cr]([O-])(=O)=O)(=O)=O.